This data is from Full USPTO retrosynthesis dataset with 1.9M reactions from patents (1976-2016). The task is: Predict the reactants needed to synthesize the given product. (1) Given the product [NH2:21][CH2:20][C:15]1[C:14]([CH2:13][NH:12][C:10](=[O:11])[C:9]2[CH:29]=[CH:30][C:6]([C:1]3[CH2:5][CH2:4][CH2:3][CH:2]=3)=[N:7][C:8]=2[NH:31][CH2:32][CH2:33][C:34]2[CH:39]=[CH:38][CH:37]=[C:36]([F:40])[CH:35]=2)=[CH:19][CH:18]=[CH:17][N:16]=1, predict the reactants needed to synthesize it. The reactants are: [C:1]1([C:6]2[CH:30]=[CH:29][C:9]([C:10]([NH:12][CH2:13][C:14]3[C:15]([CH2:20][NH:21]C(=O)OC(C)(C)C)=[N:16][CH:17]=[CH:18][CH:19]=3)=[O:11])=[C:8]([NH:31][CH2:32][CH2:33][C:34]3[CH:39]=[CH:38][CH:37]=[C:36]([F:40])[CH:35]=3)[N:7]=2)[CH2:5][CH2:4][CH2:3][CH:2]=1.Cl.O1CCOCC1. (2) Given the product [CH3:26][N:27]([C:31]1[CH:36]=[CH:35][CH:34]=[CH:33][CH:32]=1)[C:28]([NH:23][CH:20]1[CH2:19][CH2:18][N:17]([CH2:16][C:13]2[CH:14]=[CH:15][N:11]([C:8]3[CH:7]=[CH:6][C:5]([C:4]([F:3])([F:24])[F:25])=[CH:10][N:9]=3)[CH:12]=2)[CH2:22][CH2:21]1)=[O:29], predict the reactants needed to synthesize it. The reactants are: Cl.Cl.[F:3][C:4]([F:25])([F:24])[C:5]1[CH:6]=[CH:7][C:8]([N:11]2[CH:15]=[CH:14][C:13]([CH2:16][N:17]3[CH2:22][CH2:21][CH:20]([NH2:23])[CH2:19][CH2:18]3)=[CH:12]2)=[N:9][CH:10]=1.[CH3:26][N:27]([C:31]1[CH:36]=[CH:35][CH:34]=[CH:33][CH:32]=1)[C:28](Cl)=[O:29].CCN(C(C)C)C(C)C. (3) Given the product [Br:1][C:2]1[CH:3]=[C:4]2[C:18](=[CH:19][CH:20]=1)[O:17][C:7]1=[N:8][C:9]([F:16])=[C:10]([Si:12]([CH3:15])([CH3:14])[CH3:13])[CH:11]=[C:6]1[C:5]2=[CH2:22], predict the reactants needed to synthesize it. The reactants are: [Br:1][C:2]1[CH:3]=[C:4]2[C:18](=[CH:19][CH:20]=1)[O:17][C:7]1=[N:8][C:9]([F:16])=[C:10]([Si:12]([CH3:15])([CH3:14])[CH3:13])[CH:11]=[C:6]1[C:5]2=O.[CH3:22][Mg]Br.Cl.CCOC(C)=O. (4) Given the product [F:35][CH:34]([F:36])[C:30]1[N:29]=[C:28]([C:2]2[C:7]([C:8]3[CH:9]=[C:10]4[C:14](=[CH:15][CH:16]=3)[N:13]([CH2:17][O:18][CH2:19][CH2:20][Si:21]([CH3:24])([CH3:23])[CH3:22])[N:12]=[C:11]4[CH:25]=[O:26])=[CH:6][CH:5]=[CH:4][N:3]=2)[CH:33]=[CH:32][CH:31]=1, predict the reactants needed to synthesize it. The reactants are: Cl[C:2]1[C:7]([C:8]2[CH:9]=[C:10]3[C:14](=[CH:15][CH:16]=2)[N:13]([CH2:17][O:18][CH2:19][CH2:20][Si:21]([CH3:24])([CH3:23])[CH3:22])[N:12]=[C:11]3[CH:25]=[O:26])=[CH:6][CH:5]=[CH:4][N:3]=1.Br[C:28]1[CH:33]=[CH:32][CH:31]=[C:30]([CH:34]([F:36])[F:35])[N:29]=1. (5) The reactants are: [Cl:1][C:2]1[CH:3]=[C:4]([C:12]2[O:16][N:15]=[C:14]([C:17]3[CH:18]=[CH:19][C:20]4[O:26][CH2:25][CH:24]([C:27]([OH:29])=[O:28])[N:23](C(OC(C)(C)C)=O)[CH2:22][C:21]=4[CH:37]=3)[N:13]=2)[CH:5]=[CH:6][C:7]=1[O:8][CH:9]([CH3:11])[CH3:10].Cl. Given the product [ClH:1].[Cl:1][C:2]1[CH:3]=[C:4]([C:12]2[O:16][N:15]=[C:14]([C:17]3[CH:18]=[CH:19][C:20]4[O:26][CH2:25][CH:24]([C:27]([OH:29])=[O:28])[NH:23][CH2:22][C:21]=4[CH:37]=3)[N:13]=2)[CH:5]=[CH:6][C:7]=1[O:8][CH:9]([CH3:11])[CH3:10], predict the reactants needed to synthesize it. (6) Given the product [NH3:1].[CH2:50]([Cl:52])[Cl:51].[CH2:19]([N:26]([CH3:33])[CH:27]1[CH2:32][CH2:31][N:30]([CH2:15][C:14]2[CH:17]=[CH:18][C:11]([O:10][CH2:9][CH2:8][CH2:7][N:1]3[CH2:6][CH2:5][CH2:4][CH2:3][CH2:2]3)=[CH:12][CH:13]=2)[CH2:29][CH2:28]1)[C:20]1[CH:21]=[CH:22][CH:23]=[CH:24][CH:25]=1, predict the reactants needed to synthesize it. The reactants are: [N:1]1([CH2:7][CH2:8][CH2:9][O:10][C:11]2[CH:18]=[CH:17][C:14]([CH:15]=O)=[CH:13][CH:12]=2)[CH2:6][CH2:5][CH2:4][CH2:3][CH2:2]1.[CH2:19]([N:26]([CH3:33])[CH:27]1[CH2:32][CH2:31][NH:30][CH2:29][CH2:28]1)[C:20]1[CH:25]=[CH:24][CH:23]=[CH:22][CH:21]=1.C(O[BH-](OC(=O)C)OC(=O)C)(=O)C.[Na+].[OH-].[Na+].[CH2:50]([Cl:52])[Cl:51]. (7) The reactants are: F[C:2]1C(F)=CC(C2C=CC(OCC3CCCNC3)=CC=2)=C(OC)C=1.C(OC(=O)C[C@H](N(C(OCC1C2C=CC=CC=2C2C1=CC=CC=2)=O)C)C(O)=O)(C)(C)C.[C:56]([O:60][C:61](=[O:109])[CH2:62][C@H:63]([N:90]([C:92]([O:94][CH2:95][CH:96]1[C:108]2[CH:107]=[CH:106][CH:105]=[CH:104][C:103]=2[C:102]2[C:97]1=[CH:98][CH:99]=[CH:100][CH:101]=2)=[O:93])[CH3:91])[C:64]([N:66]1[CH2:71][CH2:70][CH2:69][CH:68]([CH2:72][O:73][C:74]2[CH:79]=[CH:78][C:77]([C:80]3[CH:85]=[C:84]([F:86])[C:83]([F:87])=[CH:82][C:81]=3[O:88][CH3:89])=[CH:76][CH:75]=2)[CH2:67]1)=[O:65])([CH3:59])([CH3:58])[CH3:57].N1CCCCC1. Given the product [C:56]([O:60][C:61](=[O:109])[CH2:62][C@H:63]([N:90]([C:92]([O:94][CH2:95][CH:96]1[C:108]2[CH:107]=[CH:106][CH:105]=[CH:104][C:103]=2[C:102]2[C:97]1=[CH:98][CH:99]=[CH:100][CH:101]=2)=[O:93])[CH3:91])[C:64]([N:66]1[CH2:71][CH2:70][CH2:69][CH:68]([CH2:72][O:73][C:74]2[CH:75]=[CH:76][C:77]([C:80]3[CH:85]=[C:84]([F:86])[C:83]([F:87])=[CH:82][C:81]=3[O:88][CH3:89])=[CH:78][CH:79]=2)[CH2:67]1)=[O:65])([CH3:59])([CH3:57])[CH3:58].[C:56]([O:60][C:61](=[O:109])[CH2:62][C@H:63]([N:90]([C:92](=[O:93])[CH3:2])[CH3:91])[C:64]([N:66]1[CH2:71][CH2:70][CH2:69][CH:68]([CH2:72][O:73][C:74]2[CH:79]=[CH:78][C:77]([C:80]3[CH:85]=[C:84]([F:86])[C:83]([F:87])=[CH:82][C:81]=3[O:88][CH3:89])=[CH:76][CH:75]=2)[CH2:67]1)=[O:65])([CH3:59])([CH3:57])[CH3:58], predict the reactants needed to synthesize it. (8) Given the product [F:1][C:2]([F:7])([F:6])[C:3]([OH:5])=[O:4].[F:8][C:9]([F:14])([F:13])[C:10]([OH:12])=[O:11].[Cl:22][C:23]1[CH:24]=[N:25][C:26]2[NH:27][C:28]3[CH:29]=[N:30][CH:31]=[C:32]([CH:53]=3)[CH2:33][CH2:34][C:35]3[CH:43]=[C:39]([NH:40][C:41]=1[N:42]=2)[CH:38]=[CH:37][C:36]=3[NH:44][C:45](=[O:52])[CH2:46][C@@H:47]1[CH2:51][CH2:50][N:49]([C:60]([C:57]2[CH:56]=[C:55]([CH3:54])[O:59][N:58]=2)=[O:61])[CH2:48]1, predict the reactants needed to synthesize it. The reactants are: [F:1][C:2]([F:7])([F:6])[C:3]([OH:5])=[O:4].[F:8][C:9]([F:14])([F:13])[C:10]([OH:12])=[O:11].FC(F)(F)C(O)=O.[Cl:22][C:23]1[CH:24]=[N:25][C:26]2[NH:27][C:28]3[CH:29]=[N:30][CH:31]=[C:32]([CH:53]=3)[CH2:33][CH2:34][C:35]3[CH:43]=[C:39]([NH:40][C:41]=1[N:42]=2)[CH:38]=[CH:37][C:36]=3[NH:44][C:45](=[O:52])[CH2:46][C@@H:47]1[CH2:51][CH2:50][NH:49][CH2:48]1.[CH3:54][C:55]1[O:59][N:58]=[C:57]([C:60](Cl)=[O:61])[CH:56]=1.